Predict the product of the given reaction. From a dataset of Forward reaction prediction with 1.9M reactions from USPTO patents (1976-2016). (1) The product is: [Cl:19][C:20]1[N:25]=[C:24]([N:1]2[CH2:6][CH2:5][CH:4]([C:7]([O:9][CH2:10][CH3:11])=[O:8])[CH2:3][CH2:2]2)[CH:23]=[CH:22][N:21]=1. Given the reactants [NH:1]1[CH2:6][CH2:5][CH:4]([C:7]([O:9][CH2:10][CH3:11])=[O:8])[CH2:3][CH2:2]1.CCN(CC)CC.[Cl:19][C:20]1[N:25]=[C:24](Cl)[CH:23]=[CH:22][N:21]=1, predict the reaction product. (2) Given the reactants Cl[C:2]1[N:7]=[C:6]([C:8]2[C:9]([C:17]3[CH:18]=[C:19]([NH:23][C:24](=[O:33])[C:25]4[C:30](F)=[CH:29][CH:28]=[CH:27][C:26]=4F)[CH:20]=[CH:21][CH:22]=3)=[N:10][N:11]3[CH:16]=[CH:15][CH:14]=[CH:13][C:12]=23)[CH:5]=[CH:4][N:3]=1.[NH2:34][C:35]1[CH:36]=[C:37](S(N)(=O)=O)[CH:38]=[CH:39][CH:40]=1, predict the reaction product. The product is: [CH2:2]1[C:37]2[C:38](=[CH:39][CH:40]=[C:35]([NH:34][C:2]3[N:7]=[C:6]([C:8]4[C:9]([C:17]5[CH:18]=[C:19]([NH:23][C:24](=[O:33])[C:25]6[CH:30]=[CH:29][CH:28]=[CH:27][CH:26]=6)[CH:20]=[CH:21][CH:22]=5)=[N:10][N:11]5[CH:16]=[CH:15][CH:14]=[CH:13][C:12]=45)[CH:5]=[CH:4][N:3]=3)[CH:36]=2)[CH2:5][CH2:4][NH:3]1. (3) Given the reactants [CH2:1]([O:8][C:9]1[N:14]=[CH:13][C:12]([N:15]([CH3:29])[C:16]2[CH:21]=[CH:20][N:19]=[C:18]([NH:22][CH:23]3[CH2:28][CH2:27][NH:26][CH2:25][CH2:24]3)[N:17]=2)=[CH:11][C:10]=1[C:30]1[CH:35]=[CH:34][CH:33]=[CH:32][CH:31]=1)[C:2]1[CH:7]=[CH:6][CH:5]=[CH:4][CH:3]=1.[CH3:36][C:37](O)=[O:38].N=C=N, predict the reaction product. The product is: [CH2:1]([O:8][C:9]1[N:14]=[CH:13][C:12]([N:15]([CH3:29])[C:16]2[CH:21]=[CH:20][N:19]=[C:18]([NH:22][CH:23]3[CH2:28][CH2:27][N:26]([C:37](=[O:38])[CH3:36])[CH2:25][CH2:24]3)[N:17]=2)=[CH:11][C:10]=1[C:30]1[CH:35]=[CH:34][CH:33]=[CH:32][CH:31]=1)[C:2]1[CH:3]=[CH:4][CH:5]=[CH:6][CH:7]=1. (4) Given the reactants [CH:1]1[C:10]2[C:5](=[CH:6][CH:7]=[CH:8][CH:9]=2)[CH:4]=[CH:3][C:2]=1[C:11]([NH2:13])=O.[H-].[Al+3].[Li+].[H-].[H-].[H-].C(OCC)(=O)C.S([O-])([O-])(=O)=O.[Na+].[Na+], predict the reaction product. The product is: [CH:1]1[C:10]2[C:5](=[CH:6][CH:7]=[CH:8][CH:9]=2)[CH:4]=[CH:3][C:2]=1[CH2:11][NH2:13]. (5) Given the reactants [NH2:1][C:2]1[O:6][N:5]=[C:4]([O:7][CH2:8][CH2:9][OH:10])[C:3]=1[C:11]([O:13][C:14]([CH3:17])([CH3:16])[CH3:15])=[O:12].C(N(CC)CC)C.CN(C1C=CC=CN=1)C.[C:34](OC(=O)C)(=[O:36])[CH3:35], predict the reaction product. The product is: [C:34]([O:10][CH2:9][CH2:8][O:7][C:4]1[C:3]([C:11]([O:13][C:14]([CH3:17])([CH3:16])[CH3:15])=[O:12])=[C:2]([NH2:1])[O:6][N:5]=1)(=[O:36])[CH3:35].